From a dataset of Full USPTO retrosynthesis dataset with 1.9M reactions from patents (1976-2016). Predict the reactants needed to synthesize the given product. Given the product [CH3:1][CH2:2][CH2:3][CH2:4][CH2:5][CH2:6][CH2:7][CH2:8][CH2:9][CH2:10][CH2:11][CH2:12][CH2:13][CH2:14][CH2:15][C:16]([O:18][CH2:19][C@@H:20]([O:33][C:34]([CH2:36][CH2:37][CH2:38][CH2:39][CH2:40][CH2:41][CH2:42]/[CH:43]=[CH:44]\[CH2:45][CH2:46][CH2:47][CH2:48][CH2:49][CH2:50][CH2:51][CH3:52])=[O:35])[CH2:21][O:22][P:23]([O:26][CH2:27][CH2:28][N+:29]([CH3:32])([CH3:31])[CH3:30])([O-:25])=[O:24])=[O:17].[OH2:54].[O-:59][Cl:58]=[O:57].[O-:62][Cl:61]=[O:60].[O-:65][Cl:64]=[O:63].[O-:56][Cl:55]=[O:54].[O:53]=[O:66], predict the reactants needed to synthesize it. The reactants are: [CH3:1][CH2:2][CH2:3][CH2:4][CH2:5][CH2:6][CH2:7][CH2:8][CH2:9][CH2:10][CH2:11][CH2:12][CH2:13][CH2:14][CH2:15][C:16]([O:18][CH2:19][C@@H:20]([O:33][C:34]([CH2:36][CH2:37][CH2:38][CH2:39][CH2:40][CH2:41][CH2:42]/[CH:43]=[CH:44]\[CH2:45][CH2:46][CH2:47][CH2:48][CH2:49][CH2:50][CH2:51][CH3:52])=[O:35])[CH2:21][O:22][P:23]([O:26][CH2:27][CH2:28][N+:29]([CH3:32])([CH3:31])[CH3:30])([O-:25])=[O:24])=[O:17].[OH2:53].[O-:54][Cl:55]=[O:56].[O-:57][Cl:58]=[O:59].[O-:60][Cl:61]=[O:62].[O-:63][Cl:64]=[O:65].[O:66]=O.